Dataset: Peptide-MHC class II binding affinity with 134,281 pairs from IEDB. Task: Regression. Given a peptide amino acid sequence and an MHC pseudo amino acid sequence, predict their binding affinity value. This is MHC class II binding data. (1) The peptide sequence is MSGHALAARTLLAAA. The MHC is DRB1_1101 with pseudo-sequence DRB1_1101. The binding affinity (normalized) is 0.629. (2) The peptide sequence is MDKFLANVSTVLTGK. The MHC is DRB1_1101 with pseudo-sequence DRB1_1101. The binding affinity (normalized) is 0.578.